From a dataset of Forward reaction prediction with 1.9M reactions from USPTO patents (1976-2016). Predict the product of the given reaction. (1) Given the reactants [F:1][C:2]([F:40])([F:39])[C:3]1[CH:4]=[C:5]([C@H:13]2[O:17][C:16](=[O:18])[N:15]([CH2:19][C:20]3[CH2:25][C:24]([CH3:27])([CH3:26])[CH2:23][CH2:22][C:21]=3[C:28]3[CH:29]=[C:30]([CH:33]=[CH:34][C:35]=3[O:36][CH3:37])[CH:31]=O)[C@H:14]2[CH3:38])[CH:6]=[C:7]([C:9]([F:12])([F:11])[F:10])[CH:8]=1.[F:41][C:42]([F:46])([F:45])[CH2:43][NH2:44].C([BH3-])#N.[Na+].[C:51](O)(=[O:53])[CH3:52].C(=O)([O-])O.[Na+].C(N(C(C)C)CC)(C)C.C(Cl)(=O)C, predict the reaction product. The product is: [F:40][C:2]([F:39])([F:1])[C:3]1[CH:4]=[C:5]([C@H:13]2[O:17][C:16](=[O:18])[N:15]([CH2:19][C:20]3[CH2:25][C:24]([CH3:26])([CH3:27])[CH2:23][CH2:22][C:21]=3[C:28]3[CH:29]=[C:30]([CH:33]=[CH:34][C:35]=3[O:36][CH3:37])[CH2:31][N:44]([CH2:43][C:42]([F:46])([F:45])[F:41])[C:51](=[O:53])[CH3:52])[C@H:14]2[CH3:38])[CH:6]=[C:7]([C:9]([F:11])([F:10])[F:12])[CH:8]=1. (2) Given the reactants [CH3:1][S:2][C:3]1[CH:7]=[CH:6][S:5][C:4]=1[C:8]1[CH:15]=[CH:14][C:11]([CH:12]=O)=[CH:10][CH:9]=1.[C:16]1([CH3:28])[CH:21]=[CH:20][C:19]([S:22]([CH2:25][C:26]#[N:27])(=[O:24])=[O:23])=[CH:18][CH:17]=1.N1CCCCC1.C(O)(=O)C, predict the reaction product. The product is: [CH3:28][C:16]1[CH:17]=[CH:18][C:19]([S:22]([C:25](=[CH:12][C:11]2[CH:14]=[CH:15][C:8]([C:4]3[S:5][CH:6]=[CH:7][C:3]=3[S:2][CH3:1])=[CH:9][CH:10]=2)[C:26]#[N:27])(=[O:24])=[O:23])=[CH:20][CH:21]=1. (3) Given the reactants [CH2:1]([OH:9])[CH2:2][C:3]1[CH:8]=[CH:7][CH:6]=[CH:5][CH:4]=1.[C:10]([O-:13])([O-])=O.[K+].[K+].ClC1[S:18][C:19]2[CH:25]=[C:24]([CH3:26])[CH:23]=[CH:22][C:20]=2[N:21]=1.[OH-].[Na+].C(OC(C)C)(=O)C, predict the reaction product. The product is: [CH3:26][C:24]1[CH:23]=[CH:22][C:20]2[N:21]=[C:10]([O:13][C:6]3[CH:7]=[CH:8][C:3]([CH2:2][CH2:1][OH:9])=[CH:4][CH:5]=3)[S:18][C:19]=2[CH:25]=1. (4) Given the reactants [CH2:1]([O:3][C:4]([C:6]1[CH:23]=[CH:22][C:9]2[NH:10][C:11]([C:13]3[C:17]([C:18]([OH:20])=O)=[C:16]([CH3:21])[NH:15][N:14]=3)=[N:12][C:8]=2[CH:7]=1)=[O:5])[CH3:2].[NH2:24][CH:25]1[CH2:30][CH2:29][N:28]([C:31]([O:33][C:34]([CH3:37])([CH3:36])[CH3:35])=[O:32])[CH2:27][CH2:26]1.CCN=C=NCCCN(C)C.Cl.C1C=CC2N(O)N=NC=2C=1.CCN(C(C)C)C(C)C, predict the reaction product. The product is: [C:34]([O:33][C:31]([N:28]1[CH2:29][CH2:30][CH:25]([NH:24][C:18]([C:17]2[C:13]([C:11]3[NH:10][C:9]4[CH:22]=[CH:23][C:6]([C:4]([O:3][CH2:1][CH3:2])=[O:5])=[CH:7][C:8]=4[N:12]=3)=[N:14][NH:15][C:16]=2[CH3:21])=[O:20])[CH2:26][CH2:27]1)=[O:32])([CH3:37])([CH3:35])[CH3:36]. (5) Given the reactants C(O[CH:5]1[C@@H:10]([O:11][C:12](=[O:14])[CH3:13])[C@H:9]([O:15][C:16](=[O:18])[CH3:17])[C@@H:8]([O:19][C:20](=[O:22])[CH3:21])[C@H:7]([C:23]2[CH:28]=[CH:27][C:26]([Cl:29])=[C:25]([CH2:30][C:31]3[CH:40]=[CH:39][C:34]4[O:35][CH2:36][CH2:37][O:38][C:33]=4[CH:32]=3)[CH:24]=2)[O:6]1)(=O)C.N[C:42](N)=[S:43].[Si](OS(C(F)(F)F)(=O)=O)(C)(C)C.CI.CCN(C(C)C)C(C)C, predict the reaction product. The product is: [C:20]([O:19][C@@H:8]1[C@@H:9]([O:15][C:16](=[O:18])[CH3:17])[C@H:10]([O:11][C:12](=[O:14])[CH3:13])[C@@H:5]([S:43][CH3:42])[O:6][C@H:7]1[C:23]1[CH:28]=[CH:27][C:26]([Cl:29])=[C:25]([CH2:30][C:31]2[CH:40]=[CH:39][C:34]3[O:35][CH2:36][CH2:37][O:38][C:33]=3[CH:32]=2)[CH:24]=1)(=[O:22])[CH3:21]. (6) Given the reactants [NH2:1][C@@H:2]1[CH2:7][CH2:6][CH2:5][N:4]([C:8]2[CH:16]=[CH:15][C:11]([C:12]([NH2:14])=[O:13])=[C:10]([NH:17][C:18]3[CH:23]=[CH:22][C:21]([C:24]([N:26]4[CH2:31][CH2:30][O:29][CH2:28][CH2:27]4)=[O:25])=[CH:20][CH:19]=3)[N:9]=2)[CH2:3]1.CCN(CC)CC.[C:39](Cl)(=[O:46])[C:40]1[CH:45]=[CH:44][CH:43]=[CH:42][CH:41]=1, predict the reaction product. The product is: [C:39]([NH:1][C@@H:2]1[CH2:7][CH2:6][CH2:5][N:4]([C:8]2[CH:16]=[CH:15][C:11]([C:12]([NH2:14])=[O:13])=[C:10]([NH:17][C:18]3[CH:19]=[CH:20][C:21]([C:24]([N:26]4[CH2:31][CH2:30][O:29][CH2:28][CH2:27]4)=[O:25])=[CH:22][CH:23]=3)[N:9]=2)[CH2:3]1)(=[O:46])[C:40]1[CH:45]=[CH:44][CH:43]=[CH:42][CH:41]=1.